Dataset: Forward reaction prediction with 1.9M reactions from USPTO patents (1976-2016). Task: Predict the product of the given reaction. (1) Given the reactants [C:1]1([C:11]#[C:12][CH:13]([OH:17])[CH2:14][CH:15]=[CH2:16])[C:10]2[C:5](=[CH:6][CH:7]=[CH:8][CH:9]=2)[CH:4]=[CH:3][CH:2]=1, predict the reaction product. The product is: [C:1]1([C:11]23[CH2:16][CH:15]2[CH2:14][C:13](=[O:17])[CH2:12]3)[C:10]2[C:5](=[CH:6][CH:7]=[CH:8][CH:9]=2)[CH:4]=[CH:3][CH:2]=1. (2) Given the reactants [Cl:1][C:2]1[C:7]([CH3:8])=[C:6](Cl)[N:5]=[CH:4][C:3]=1[C:10]([N:12]1[CH2:17][CH2:16][CH:15]([C:18]2[CH:23]=[CH:22][C:21]([F:24])=[CH:20][CH:19]=2)[CH2:14][CH2:13]1)=[O:11].[SH:25][CH2:26][CH2:27][C:28]([O:30][CH3:31])=[O:29].C1(P(C2C=CC=CC=2)C2C3OC4C(=CC=CC=4P(C4C=CC=CC=4)C4C=CC=CC=4)C(C)(C)C=3C=CC=2)C=CC=CC=1.C(=O)([O-])[O-].[Cs+].[Cs+].[Cl-].[NH4+], predict the reaction product. The product is: [Cl:1][C:2]1[C:3]([C:10]([N:12]2[CH2:17][CH2:16][CH:15]([C:18]3[CH:23]=[CH:22][C:21]([F:24])=[CH:20][CH:19]=3)[CH2:14][CH2:13]2)=[O:11])=[CH:4][N:5]=[C:6]([S:25][CH2:26][CH2:27][C:28]([O:30][CH3:31])=[O:29])[C:7]=1[CH3:8]. (3) Given the reactants N#N.[F:3][C:4]([C:7]1[CH:16]=[CH:15][C:10]([C:11](OC)=[O:12])=[CH:9][CH:8]=1)([F:6])[CH3:5].CC(C[AlH]CC(C)C)C.[C@H](O)(C([O-])=O)[C@@H](O)C([O-])=O.[Na+].[K+], predict the reaction product. The product is: [F:3][C:4]([C:7]1[CH:16]=[CH:15][C:10]([CH2:11][OH:12])=[CH:9][CH:8]=1)([F:6])[CH3:5]. (4) Given the reactants C1(C2C([S:9]([Cl:12])(=[O:11])=[O:10])=C(C)NN=2)CC1.[F:14][C:15]([F:23])([F:22])[C:16](=O)[CH2:17][C:18](=O)[CH3:19].[CH3:24][NH:25][NH2:26], predict the reaction product. The product is: [CH3:24][N:25]1[C:18]([CH3:19])=[C:17]([S:9]([Cl:12])(=[O:11])=[O:10])[C:16]([C:15]([F:23])([F:22])[F:14])=[N:26]1. (5) Given the reactants [H-].[H-].[H-].[H-].[Li+].[Al+3].C([O:9][C:10]([C@@H:12]1[C@@H:18]([C:19]2[CH:24]=[CH:23][CH:22]=[CH:21][CH:20]=2)[CH2:17][CH:16]2[N:25]([CH3:26])[CH:13]1[CH2:14][CH2:15]2)=O)C.O.[OH-].[Na+], predict the reaction product. The product is: [CH3:26][N:25]1[CH:16]2[CH2:15][CH2:14][CH:13]1[C@H:12]([CH2:10][OH:9])[C@@H:18]([C:19]1[CH:24]=[CH:23][CH:22]=[CH:21][CH:20]=1)[CH2:17]2.